Dataset: Catalyst prediction with 721,799 reactions and 888 catalyst types from USPTO. Task: Predict which catalyst facilitates the given reaction. (1) Reactant: Cl[C:2]([CH3:16])([CH3:15])[CH:3]([N:13]=[O:14])[CH2:4][C:5]1[N:6]=[C:7]([N+:10]([O-:12])=[O:11])[NH:8][CH:9]=1.[NH2:17][CH2:18][CH:19]([CH3:22])[CH2:20][NH2:21]. Product: [NH2:17][CH2:18][CH:19]([CH3:22])[CH2:20][NH:21][C:2]([CH3:16])([CH3:15])[C:3](=[N:13][OH:14])[CH2:4][C:5]1[N:6]=[C:7]([N+:10]([O-:12])=[O:11])[NH:8][CH:9]=1. The catalyst class is: 10. (2) Reactant: [CH:1]([C:3]1[C:8]([N+:9]([O-])=O)=[CH:7][CH:6]=[CH:5][C:4]=1[NH:12][CH:13]=[O:14])=[O:2]. Product: [NH2:9][C:8]1[C:3]([CH:1]=[O:2])=[C:4]([NH:12][CH:13]=[O:14])[CH:5]=[CH:6][CH:7]=1. The catalyst class is: 833. (3) Reactant: [OH:1][C:2]1[C:11]2[C:6](=[CH:7][CH:8]=[CH:9][CH:10]=2)[N:5]([CH3:12])[C:4](=[O:13])[C:3]=1[C:14]([NH:16][CH2:17][C:18]([O:20]C)=[O:19])=[O:15].CO.[C:24]1(P(C2C=CC=CC=2)C2C=CC=CC=2)C=CC=CC=1.N(C(OCC)=O)=NC(OCC)=O. Product: [CH3:24][O:1][C:2]1[C:11]2[C:6](=[CH:7][CH:8]=[CH:9][CH:10]=2)[N:5]([CH3:12])[C:4](=[O:13])[C:3]=1[C:14]([NH:16][CH2:17][C:18]([OH:20])=[O:19])=[O:15]. The catalyst class is: 1.